This data is from Catalyst prediction with 721,799 reactions and 888 catalyst types from USPTO. The task is: Predict which catalyst facilitates the given reaction. (1) Reactant: [OH:1][C:2]1[C:6]2[CH:7]=[C:8]([N+:11]([O-:13])=[O:12])[CH:9]=[CH:10][C:5]=2[O:4][C:3]=1[C:14]([O:16][CH2:17][CH3:18])=[O:15].[CH2:19]1[CH2:29]CN2C(=NCCC2)C[CH2:20]1.ICCC.Cl. Product: [N+:11]([C:8]1[CH:9]=[CH:10][C:5]2[O:4][C:3]([C:14]([O:16][CH2:17][CH3:18])=[O:15])=[C:2]([O:1][CH2:20][CH2:19][CH3:29])[C:6]=2[CH:7]=1)([O-:13])=[O:12]. The catalyst class is: 288. (2) Reactant: [NH2:1][C:2]1[N:6]([C:7]2[CH:8]=[CH:9][C:10]([Cl:14])=[C:11]([OH:13])[CH:12]=2)[N:5]=[C:4]([C:15]([CH3:18])([CH3:17])[CH3:16])[CH:3]=1.C1C=CC(P(C2C=CC=CC=2)C2C=CC=CC=2)=CC=1.[O:38]1[CH2:43][CH2:42][CH2:41][CH2:40][CH:39]1[O:44][CH2:45][CH2:46][CH2:47]O.CCOC(/N=N/C(OCC)=O)=O. Product: [C:15]([C:4]1[CH:3]=[C:2]([NH2:1])[N:6]([C:7]2[CH:8]=[CH:9][C:10]([Cl:14])=[C:11]([O:13][CH2:47][CH2:46][CH2:45][O:44][CH:39]3[CH2:40][CH2:41][CH2:42][CH2:43][O:38]3)[CH:12]=2)[N:5]=1)([CH3:18])([CH3:17])[CH3:16]. The catalyst class is: 1. (3) Reactant: [CH:1]1[C:10]2[C:5](=[CH:6][CH:7]=[CH:8][CH:9]=2)[CH:4]=[CH:3][C:2]=1[CH:11]([O:13][C:14]1[CH:22]=[CH:21][CH:20]=[C:16]([C:17](O)=[O:18])[C:15]=1[C:23](O)=[O:24])[CH3:12].Cl.[NH2:27][CH:28]1[CH2:34][CH2:33][C:32](=[O:35])[NH:31][C:29]1=[O:30]. Product: [O:30]=[C:29]1[CH:28]([N:27]2[C:23](=[O:24])[C:15]3[C:16](=[CH:20][CH:21]=[CH:22][C:14]=3[O:13][CH:11]([C:2]3[CH:3]=[CH:4][C:5]4[C:10](=[CH:9][CH:8]=[CH:7][CH:6]=4)[CH:1]=3)[CH3:12])[C:17]2=[O:18])[CH2:34][CH2:33][C:32](=[O:35])[NH:31]1. The catalyst class is: 17. (4) Reactant: C([O:8][CH2:9][CH2:10][O:11][CH2:12][CH2:13][C:14]([O:16][CH2:17][CH3:18])=[O:15])C1C=CC=CC=1. Product: [OH:8][CH2:9][CH2:10][O:11][CH2:12][CH2:13][C:14]([O:16][CH2:17][CH3:18])=[O:15]. The catalyst class is: 99. (5) Reactant: Br[C:2]1[CH:14]=[CH:13][C:12]2[C:11]3[C:6](=[CH:7][CH:8]=[CH:9][CH:10]=3)[N:5]([CH2:15][CH:16]([CH3:18])[CH3:17])[C:4]=2[CH:3]=1.[CH3:19][C:20]1([CH3:36])[C:24]([CH3:26])([CH3:25])[O:23][B:22]([B:22]2[O:23][C:24]([CH3:26])([CH3:25])[C:20]([CH3:36])([CH3:19])[O:21]2)[O:21]1.C1(P(C2CCCCC2)C2C=C(C3C(OC)=CC=CC=3OC)C=CC=2)CCCCC1.C([O-])(=O)C.[K+]. Product: [CH2:15]([N:5]1[C:4]2[CH:3]=[C:2]([B:22]3[O:23][C:24]([CH3:26])([CH3:25])[C:20]([CH3:36])([CH3:19])[O:21]3)[CH:14]=[CH:13][C:12]=2[C:11]2[C:6]1=[CH:7][CH:8]=[CH:9][CH:10]=2)[CH:16]([CH3:18])[CH3:17]. The catalyst class is: 12. (6) The catalyst class is: 2. Reactant: [NH:1]1[CH2:6][CH2:5][CH:4]([C:7]([NH:9][C:10]2[C:11]([CH3:27])=[CH:12][C:13]3[N:14]([CH:24]([CH3:26])[CH3:25])[C:15]4[C:20]([C:21]=3[C:22]=2[CH3:23])=[CH:19][CH:18]=[CH:17][CH:16]=4)=[O:8])[CH2:3][CH2:2]1.N1C=CC=CC=1.[CH3:34][N:35]([CH3:39])[C:36](Cl)=[O:37].Cl. Product: [CH3:34][N:35]([CH3:39])[C:36]([N:1]1[CH2:6][CH2:5][CH:4]([C:7]([NH:9][C:10]2[C:11]([CH3:27])=[CH:12][C:13]3[N:14]([CH:24]([CH3:25])[CH3:26])[C:15]4[C:20]([C:21]=3[C:22]=2[CH3:23])=[CH:19][CH:18]=[CH:17][CH:16]=4)=[O:8])[CH2:3][CH2:2]1)=[O:37]. (7) Reactant: [Br:1][C:2]1[CH:7]=[CH:6][C:5](F)=[C:4]([N+:9]([O-:11])=[O:10])[CH:3]=1.[CH3:12][NH:13][CH:14]1[CH2:18][CH2:17][CH2:16][CH2:15]1. Product: [Br:1][C:2]1[CH:7]=[CH:6][C:5]([N:13]([CH:14]2[CH2:18][CH2:17][CH2:16][CH2:15]2)[CH3:12])=[C:4]([N+:9]([O-:11])=[O:10])[CH:3]=1. The catalyst class is: 116.